This data is from Catalyst prediction with 721,799 reactions and 888 catalyst types from USPTO. The task is: Predict which catalyst facilitates the given reaction. (1) Reactant: [C:1]([O:5][C:6]([N:8]1[CH2:12][CH2:11][C@H:10]([C@H:13]([O:18][C:19]2[CH:24]=[CH:23][C:22]([C:25]([F:28])([F:27])[F:26])=[CH:21][CH:20]=2)[CH2:14][N:15]=[N+]=[N-])[CH2:9]1)=[O:7])([CH3:4])([CH3:3])[CH3:2].C.O. Product: [C:1]([O:5][C:6]([N:8]1[CH2:12][CH2:11][C@H:10]([C@H:13]([O:18][C:19]2[CH:20]=[CH:21][C:22]([C:25]([F:28])([F:26])[F:27])=[CH:23][CH:24]=2)[CH2:14][NH2:15])[CH2:9]1)=[O:7])([CH3:4])([CH3:2])[CH3:3]. The catalyst class is: 256. (2) Reactant: Cl.C(O[C:5]([C:7]1[CH:8]=[C:9]2[C:13](=[CH:14][CH:15]=1)[NH:12][N:11]=[C:10]2[C:16]1[CH:25]=[CH:24][C:23]2[C:18](=[CH:19][CH:20]=[C:21]([O:26][CH2:27][CH2:28][N:29]3[CH2:34][CH2:33][CH2:32][CH2:31][CH2:30]3)[CH:22]=2)[CH:17]=1)=[NH:6])C.[CH3:35][C:36]([CH3:42])([CH3:41])[C:37]([NH:39][NH2:40])=O.C(N(CC)CC)C. Product: [C:36]([C:37]1[NH:39][N:40]=[C:5]([C:7]2[CH:8]=[C:9]3[C:13](=[CH:14][CH:15]=2)[NH:12][N:11]=[C:10]3[C:16]2[CH:25]=[CH:24][C:23]3[C:18](=[CH:19][CH:20]=[C:21]([O:26][CH2:27][CH2:28][N:29]4[CH2:30][CH2:31][CH2:32][CH2:33][CH2:34]4)[CH:22]=3)[CH:17]=2)[N:6]=1)([CH3:42])([CH3:41])[CH3:35]. The catalyst class is: 5. (3) Reactant: C([O:3][C:4](=[O:32])[CH2:5][O:6][C:7]1[CH:12]=[CH:11][C:10]([C@@H:13]2[CH2:17][CH2:16][C@H:15]([NH:18][C@@H:19]([C:21]3[C:30]4[C:25](=[CH:26][CH:27]=[CH:28][CH:29]=4)[C:24]([F:31])=[CH:23][CH:22]=3)[CH3:20])[CH2:14]2)=[CH:9][CH:8]=1)C.[OH-].[Na+].Cl. Product: [F:31][C:24]1[C:25]2[C:30](=[CH:29][CH:28]=[CH:27][CH:26]=2)[C:21]([C@H:19]([NH:18][C@H:15]2[CH2:16][CH2:17][C@@H:13]([C:10]3[CH:11]=[CH:12][C:7]([O:6][CH2:5][C:4]([OH:32])=[O:3])=[CH:8][CH:9]=3)[CH2:14]2)[CH3:20])=[CH:22][CH:23]=1. The catalyst class is: 8. (4) Reactant: [CH3:1][C:2]1[C:6]([C:7]2[CH:8]=[C:9]3[C:13](=[CH:14][CH:15]=2)[NH:12][C:11](=[O:16])[C:10]3(NCCO)[C:17]2[CH:22]=[CH:21][CH:20]=[CH:19][CH:18]=2)=[C:5]([CH3:27])[O:4][N:3]=1.FC(F)(F)C(O)=O.C([SiH](CC)CC)C. Product: [CH3:1][C:2]1[C:6]([C:7]2[CH:8]=[C:9]3[C:13](=[CH:14][CH:15]=2)[NH:12][C:11](=[O:16])[CH:10]3[C:17]2[CH:18]=[CH:19][CH:20]=[CH:21][CH:22]=2)=[C:5]([CH3:27])[O:4][N:3]=1. The catalyst class is: 4. (5) Product: [N:1]1([C:7]2[CH:8]=[C:9]([CH:14]=[C:15]([N+:17]([O-:19])=[O:18])[CH:16]=2)[C:10]([NH:22][CH3:21])=[O:12])[CH2:2][CH2:3][O:4][CH2:5][CH2:6]1. The catalyst class is: 93. Reactant: [N:1]1([C:7]2[CH:8]=[C:9]([CH:14]=[C:15]([N+:17]([O-:19])=[O:18])[CH:16]=2)[C:10]([O:12]C)=O)[CH2:6][CH2:5][O:4][CH2:3][CH2:2]1.Cl.[CH3:21][NH2:22].C[Al](C)C.Cl.[OH-].[Na+]. (6) Product: [C:32]([O:31][C:30]([NH:29][C@H:24]1[CH2:25][CH2:26][CH2:27][CH2:28][C@H:23]1[NH:22][C:2]1[CH:11]=[C:10]([C:12]#[N:13])[C:5]([C:6]([O:8][CH3:9])=[O:7])=[C:4]([NH:14][C:15]2[CH:16]=[C:17]([CH3:21])[CH:18]=[CH:19][CH:20]=2)[N:3]=1)=[O:36])([CH3:35])([CH3:33])[CH3:34]. The catalyst class is: 25. Reactant: Cl[C:2]1[CH:11]=[C:10]([C:12]#[N:13])[C:5]([C:6]([O:8][CH3:9])=[O:7])=[C:4]([NH:14][C:15]2[CH:16]=[C:17]([CH3:21])[CH:18]=[CH:19][CH:20]=2)[N:3]=1.[NH2:22][C@@H:23]1[CH2:28][CH2:27][CH2:26][CH2:25][C@@H:24]1[NH:29][C:30](=[O:36])[O:31][C:32]([CH3:35])([CH3:34])[CH3:33].CCN(CC)CC.O. (7) Reactant: Cl[C:2]1[N:7]=[C:6]2[CH:8]=[N:9][CH:10]=[CH:11][C:5]2=[N:4][C:3]=1[N:12]1[CH2:17][CH2:16][CH:15]([O:18][C:19]2[CH:24]=[CH:23][C:22]([F:25])=[CH:21][C:20]=2[F:26])[CH2:14][CH2:13]1.[CH:27]1([NH2:31])[CH2:30][CH2:29][CH2:28]1.O.C(#N)C. Product: [CH:27]1([NH:31][C:2]2[N:7]=[C:6]3[CH:8]=[N:9][CH:10]=[CH:11][C:5]3=[N:4][C:3]=2[N:12]2[CH2:17][CH2:16][CH:15]([O:18][C:19]3[CH:24]=[CH:23][C:22]([F:25])=[CH:21][C:20]=3[F:26])[CH2:14][CH2:13]2)[CH2:30][CH2:29][CH2:28]1. The catalyst class is: 3.